From a dataset of Catalyst prediction with 721,799 reactions and 888 catalyst types from USPTO. Predict which catalyst facilitates the given reaction. (1) Reactant: [CH3:1][N:2]1[C:10]2[C:5](=[C:6]([O:11][C:12]3[CH:21]=[CH:20][C:19]4[C:14](=[CH:15][CH:16]=[CH:17][CH:18]=4)[CH:13]=3)[CH:7]=[CH:8][CH:9]=2)[C:4]([NH:22]CC(O)=O)=[N:3]1.[OH-].[Na+]. Product: [CH3:1][N:2]1[C:10]2[C:5](=[C:6]([O:11][C:12]3[CH:21]=[CH:20][C:19]4[C:14](=[CH:15][CH:16]=[CH:17][CH:18]=4)[CH:13]=3)[CH:7]=[CH:8][CH:9]=2)[C:4]([NH2:22])=[N:3]1. The catalyst class is: 88. (2) Reactant: [C:1]([O:9][CH:10]([N:12]1[C:16]2[CH:17]=[CH:18][CH:19]=[CH:20][C:15]=2[N:14]=[C:13]1[S:21][CH2:22][C:23]1[C:28]([CH3:29])=[C:27]([O:30][CH2:31][C:32]([F:35])([F:34])[F:33])[CH:26]=[CH:25][N:24]=1)[CH3:11])(=[O:8])[C:2]1[CH:7]=[CH:6][CH:5]=[CH:4][CH:3]=1.ClC1C=C(C=CC=1)C(OO)=[O:41]. Product: [C:1]([O:9][CH:10]([N:12]1[C:16]2[CH:17]=[CH:18][CH:19]=[CH:20][C:15]=2[N:14]=[C:13]1[S:21]([CH2:22][C:23]1[C:28]([CH3:29])=[C:27]([O:30][CH2:31][C:32]([F:34])([F:33])[F:35])[CH:26]=[CH:25][N:24]=1)=[O:41])[CH3:11])(=[O:8])[C:2]1[CH:7]=[CH:6][CH:5]=[CH:4][CH:3]=1. The catalyst class is: 4. (3) Reactant: C(O[C@@H]1[C@@H](OC(=O)C)[C@H](OC(=O)C)[C@@H](COC(=O)C)O[C@H]1O[C:8]1[CH:13]=[CH:12][C:11]([N+]([O-])=O)=[CH:10][CH:9]=1)(=O)C.[CH3:34][OH:35].C[O-:37].[Na+].[CH3:39][C:40]([OH:42])=[O:41]. Product: [CH:8]1[CH:9]=[C:10]2[C:39]([C:40]([OH:42])([OH:41])[C:34](=[O:35])[C:11]2=[CH:12][CH:13]=1)=[O:37]. The catalyst class is: 45. (4) Reactant: [OH:1][C:2]1[CH:9]=[CH:8][C:5]([CH:6]=[O:7])=[CH:4][CH:3]=1.[SH:10][C:11]1[CH:16]=[CH:15][CH:14]=[CH:13][C:12]=1[CH2:17]O.Cl. Product: [S:10]1[C:11]2[CH:16]=[CH:15][CH:14]=[CH:13][C:12]=2[CH2:17][O:7][CH:6]1[C:5]1[CH:8]=[CH:9][C:2]([OH:1])=[CH:3][CH:4]=1. The catalyst class is: 4. (5) Reactant: [O:1]=[C:2]1[C:10](=[CH:11][C:12]2[NH:13][C:14]3[CH2:15][CH2:16][CH2:17][CH2:18][C:19]=3[C:20]=2[CH2:21][CH2:22][C:23](O)=[O:24])[C:9]2[C:4](=[CH:5][CH:6]=[CH:7][CH:8]=2)[NH:3]1.C(N1C=CN=C1)(N1C=CN=C1)=O.[NH:38]1[CH2:43][CH2:42][O:41][CH2:40][CH2:39]1.O. Product: [N:38]1([C:23](=[O:24])[CH2:22][CH2:21][C:20]2[C:19]3[CH2:18][CH2:17][CH2:16][CH2:15][C:14]=3[NH:13][C:12]=2[CH:11]=[C:10]2[C:9]3[C:4](=[CH:5][CH:6]=[CH:7][CH:8]=3)[NH:3][C:2]2=[O:1])[CH2:43][CH2:42][O:41][CH2:40][CH2:39]1. The catalyst class is: 9.